Dataset: NCI-60 drug combinations with 297,098 pairs across 59 cell lines. Task: Regression. Given two drug SMILES strings and cell line genomic features, predict the synergy score measuring deviation from expected non-interaction effect. Drug 1: C1CCC(CC1)NC(=O)N(CCCl)N=O. Drug 2: C1=CC(=CC=C1CCCC(=O)O)N(CCCl)CCCl. Cell line: BT-549. Synergy scores: CSS=28.0, Synergy_ZIP=-6.75, Synergy_Bliss=2.23, Synergy_Loewe=1.53, Synergy_HSA=4.76.